From a dataset of Forward reaction prediction with 1.9M reactions from USPTO patents (1976-2016). Predict the product of the given reaction. (1) Given the reactants [S:1]1[C:5]2[CH:6]=[CH:7][CH:8]=[CH:9][C:4]=2[CH:3]=[C:2]1[C:10]([OH:12])=O.[CH2:13]([CH2:15][NH2:16])[OH:14], predict the reaction product. The product is: [OH:14][CH2:13][CH2:15][NH:16][C:10]([C:2]1[S:1][C:5]2[CH:6]=[CH:7][CH:8]=[CH:9][C:4]=2[CH:3]=1)=[O:12]. (2) Given the reactants [CH2:1]([C:8]1[C:13]([I:14])=[CH:12][CH:11]=[C:10]([N:15]2[CH2:19][C@H:18]([O:20]C)[C@H:17]([O:22][C:23](=O)C)[CH2:16]2)[N:9]=1)[C:2]1[CH:7]=[CH:6][CH:5]=[CH:4][CH:3]=1.CO.C[O-].[Na+], predict the reaction product. The product is: [CH2:1]([C:8]1[C:13]([I:14])=[CH:12][CH:11]=[C:10]([N:15]2[CH2:16][C@H:17]([O:22][CH3:23])[C@H:18]([OH:20])[CH2:19]2)[N:9]=1)[C:2]1[CH:7]=[CH:6][CH:5]=[CH:4][CH:3]=1. (3) Given the reactants C(O)(C(F)(F)F)=O.C(OC(=O)[N:14]([CH2:32][C@@H:33]1[C@@H:40]2[C@@H:36]([O:37]C(C)(C)[O:39]2)[C@H:35]([N:43]2[CH:51]=[N:50][C:49]3[C:44]2=[N:45][CH:46]=[N:47][C:48]=3[NH2:52])[O:34]1)[CH2:15][CH2:16][CH2:17][NH:18][C:19]1[NH:23][C:22]2[CH:24]=[CH:25][C:26]([C:28]([CH3:31])([CH3:30])[CH3:29])=[CH:27][C:21]=2[N:20]=1)(C)(C)C, predict the reaction product. The product is: [NH2:52][C:48]1[N:47]=[CH:46][N:45]=[C:44]2[C:49]=1[N:50]=[CH:51][N:43]2[C@H:35]1[C@H:36]([OH:37])[C@H:40]([OH:39])[C@@H:33]([CH2:32][NH:14][CH2:15][CH2:16][CH2:17][NH:18][C:19]2[NH:23][C:22]3[CH:24]=[CH:25][C:26]([C:28]([CH3:31])([CH3:30])[CH3:29])=[CH:27][C:21]=3[N:20]=2)[O:34]1. (4) Given the reactants [CH3:1][C:2]1(O)[CH:11]2[C:5]([C:6]3[CH:19]=[CH:18][CH:17]=[CH:16][C:7]=3[O:8][C:9]3[CH:15]=[CH:14][CH:13]=[CH:12][C:10]=32)=[N:4][O:3]1, predict the reaction product. The product is: [CH3:1][C:2]1[O:3][N:4]=[C:5]2[C:11]=1[C:10]1[CH:12]=[CH:13][CH:14]=[CH:15][C:9]=1[O:8][C:7]1[CH:16]=[CH:17][CH:18]=[CH:19][C:6]2=1. (5) Given the reactants [H-].[Al+3].[Li+].[H-].[H-].[H-].[Cl-].[Al+3].[Cl-].[Cl-].[CH3:11][O:12][C:13]1[C:21]2[O:20][C:19]([CH3:23])([CH3:22])[C:18](=O)[C:17]=2[C:16]([CH3:25])=[C:15]([N:26]2[CH2:31][CH2:30][N:29]([C:32]3[CH:37]=[CH:36][C:35]([O:38][CH3:39])=[CH:34][CH:33]=3)[CH2:28][CH2:27]2)[C:14]=1[CH3:40].[OH-].[Na+], predict the reaction product. The product is: [CH3:39][O:38][C:35]1[CH:34]=[CH:33][C:32]([N:29]2[CH2:28][CH2:27][N:26]([C:15]3[C:14]([CH3:40])=[C:13]([O:12][CH3:11])[C:21]4[O:20][C:19]([CH3:23])([CH3:22])[CH2:18][C:17]=4[C:16]=3[CH3:25])[CH2:31][CH2:30]2)=[CH:37][CH:36]=1. (6) Given the reactants [Cl:1][C:2]1[C:3](Cl)=[N:4][C:5]([Cl:8])=[N:6][CH:7]=1.[CH2:10]([O:12]CC)C.C[O-].[Na+], predict the reaction product. The product is: [Cl:8][C:5]1[N:4]=[C:3]([O:12][CH3:10])[C:2]([Cl:1])=[CH:7][N:6]=1. (7) Given the reactants O[CH2:2][C:3]1[CH:8]=[CH:7][NH:6][C:5](=[O:9])[CH:4]=1.[BrH:10], predict the reaction product. The product is: [Br:10][CH2:2][C:3]1[CH:8]=[CH:7][NH:6][C:5](=[O:9])[CH:4]=1. (8) Given the reactants [ClH:1].[CH3:2][O:3][C@H:4]1[C@:9]([O:16][CH3:17])([C:10]2[CH:15]=[CH:14][CH:13]=[CH:12][CH:11]=2)[CH2:8][CH2:7][N:6](C(OC(C)(C)C)=O)[CH2:5]1, predict the reaction product. The product is: [ClH:1].[CH3:2][O:3][C@H:4]1[C@:9]([O:16][CH3:17])([C:10]2[CH:11]=[CH:12][CH:13]=[CH:14][CH:15]=2)[CH2:8][CH2:7][NH:6][CH2:5]1. (9) Given the reactants [H-].[Al+3].[Li+].[H-].[H-].[H-].[CH:7]1([NH:13][C:14](=O)[CH2:15][CH2:16][C:17]([F:20])([F:19])[F:18])[CH2:12][CH2:11][CH2:10][CH2:9][CH2:8]1, predict the reaction product. The product is: [F:18][C:17]([F:19])([F:20])[CH2:16][CH2:15][CH2:14][NH:13][CH:7]1[CH2:12][CH2:11][CH2:10][CH2:9][CH2:8]1. (10) Given the reactants [O:1]=[C:2]1[NH:6][C:5]2[CH:7]=[C:8]([C:11](OC)=O)[CH:9]=[CH:10][C:4]=2[NH:3]1.P(Cl)(Cl)(Cl)=O, predict the reaction product. The product is: [CH3:11][C:8]1[CH:9]=[CH:10][C:4]2[NH:3][C:2](=[O:1])[NH:6][C:5]=2[CH:7]=1.